Dataset: Catalyst prediction with 721,799 reactions and 888 catalyst types from USPTO. Task: Predict which catalyst facilitates the given reaction. (1) Reactant: [N:1]1[NH:2][N:3]=[C:4]([CH2:6][O:7][C:8]2[CH:9]=[CH:10][C:11]([N:14]3[CH:18]=[N:17][N:16]=[N:15]3)=[N:12][CH:13]=2)[CH:5]=1.C1(P(C2C=CC=CC=2)C2C=CC=CC=2)C=CC=CC=1.[CH3:38][O:39][C:40]([C@H:42]1[CH2:47][C@@H:46](O)[CH2:45][CH2:44][N:43]1[C:49]([O:51][C:52]([CH3:55])([CH3:54])[CH3:53])=[O:50])=[O:41]. Product: [N:14]1([C:11]2[N:12]=[CH:13][C:8]([O:7][CH2:6][C:4]3[CH:5]=[N:1][N:2]([CH:46]4[CH2:45][CH2:44][N:43]([C:49]([O:51][C:52]([CH3:53])([CH3:54])[CH3:55])=[O:50])[CH:42]([C:40]([O:39][CH3:38])=[O:41])[CH2:47]4)[N:3]=3)=[CH:9][CH:10]=2)[CH:18]=[N:17][N:16]=[N:15]1. The catalyst class is: 1. (2) Reactant: [F:1][C:2]1[C:10]([O:11][CH3:12])=[CH:9][CH:8]=[CH:7][C:3]=1[CH:4]=[N:5]O. Product: [F:1][C:2]1[C:10]([O:11][CH3:12])=[CH:9][CH:8]=[CH:7][C:3]=1[CH2:4][NH2:5]. The catalyst class is: 29.